This data is from Peptide-MHC class II binding affinity with 134,281 pairs from IEDB. The task is: Regression. Given a peptide amino acid sequence and an MHC pseudo amino acid sequence, predict their binding affinity value. This is MHC class II binding data. (1) The peptide sequence is DCSEYPKPDCTAEDR. The binding affinity (normalized) is 0.0104. The MHC is HLA-DQA10102-DQB10602 with pseudo-sequence HLA-DQA10102-DQB10602. (2) The peptide sequence is PYGATISATPEWATP. The MHC is DRB1_1602 with pseudo-sequence DRB1_1602. The binding affinity (normalized) is 0.197. (3) The peptide sequence is CVDAKMTEEDKENALSL. The MHC is DRB1_1101 with pseudo-sequence DRB1_1101. The binding affinity (normalized) is 0.106. (4) The peptide sequence is VTANRAELKALIASN. The MHC is HLA-DPA10201-DPB10501 with pseudo-sequence HLA-DPA10201-DPB10501. The binding affinity (normalized) is 0.133.